From a dataset of Full USPTO retrosynthesis dataset with 1.9M reactions from patents (1976-2016). Predict the reactants needed to synthesize the given product. Given the product [Br:8][C:6]1[CH:7]=[C:2]([C:11]2([OH:13])[CH2:12][O:9][CH2:10]2)[CH:3]=[N:4][CH:5]=1, predict the reactants needed to synthesize it. The reactants are: Br[C:2]1[CH:3]=[N:4][CH:5]=[C:6]([Br:8])[CH:7]=1.[O:9]1[CH2:12][C:11](=[O:13])[CH2:10]1.